Dataset: Forward reaction prediction with 1.9M reactions from USPTO patents (1976-2016). Task: Predict the product of the given reaction. (1) Given the reactants [N:1]1[NH:2][C:3](=[O:16])[CH2:4][CH:5]2[CH2:11][CH2:10][CH2:9][C:8]3[CH:12]=[CH:13][CH:14]=[CH:15][C:7]=3[C:6]=12, predict the reaction product. The product is: [O:16]=[C:3]1[NH:2][N:1]=[C:6]2[C:7]3[CH:15]=[CH:14][CH:13]=[CH:12][C:8]=3[CH2:9][CH2:10][CH2:11][C:5]2=[CH:4]1. (2) Given the reactants C(OC([N:8]1[CH2:13][CH2:12][N:11]([C:14](=[O:42])[C:15]2[CH:20]=[C:19]([Cl:21])[CH:18]=[CH:17][C:16]=2[O:22][CH2:23][C:24]([N:26]2[CH2:31][C@H:30]([CH3:32])[N:29]([CH2:33][C:34]3[CH:39]=[CH:38][C:37]([F:40])=[CH:36][CH:35]=3)[CH2:28][C@H:27]2[CH3:41])=[O:25])[CH2:10][CH2:9]1)=O)(C)(C)C.FC(F)(F)C(O)=O, predict the reaction product. The product is: [Cl:21][C:19]1[CH:18]=[CH:17][C:16]([O:22][CH2:23][C:24]([N:26]2[CH2:31][C@H:30]([CH3:32])[N:29]([CH2:33][C:34]3[CH:39]=[CH:38][C:37]([F:40])=[CH:36][CH:35]=3)[CH2:28][C@H:27]2[CH3:41])=[O:25])=[C:15]([C:14]([N:11]2[CH2:10][CH2:9][NH:8][CH2:13][CH2:12]2)=[O:42])[CH:20]=1. (3) The product is: [OH:9][C:8]1[CH:10]=[C:11]([OH:12])[CH:13]=[CH:14][C:15]=1[C:1](=[O:7])[CH2:2][CH:3]([CH3:5])[CH3:4]. Given the reactants [C:1]([OH:7])(=O)[CH2:2][CH:3]([CH3:5])[CH3:4].[C:8]1([CH:15]=[CH:14][CH:13]=[C:11]([OH:12])[CH:10]=1)[OH:9].B(F)(F)F.CCOCC.C([O-])(=O)C.[Na+], predict the reaction product. (4) Given the reactants [CH2:1]([O:3][C:4](=[O:25])[C@@H:5]([O:21][CH2:22][CH:23]=[CH2:24])[CH2:6][C:7]1[CH:12]=[CH:11][C:10]([O:13]CC2C=CC=CC=2)=[CH:9][CH:8]=1)[CH3:2], predict the reaction product. The product is: [CH2:1]([O:3][C:4](=[O:25])[C@@H:5]([O:21][CH2:22][CH2:23][CH3:24])[CH2:6][C:7]1[CH:8]=[CH:9][C:10]([OH:13])=[CH:11][CH:12]=1)[CH3:2]. (5) Given the reactants [C:1]([C:5]1[C:6]([OH:13])=[C:7]([CH:10]=[CH:11][CH:12]=1)[CH:8]=O)([CH3:4])([CH3:3])[CH3:2].[C:14](#[N:17])[CH:15]=[CH2:16].N12CCN(CC1)CC2, predict the reaction product. The product is: [C:1]([C:5]1[CH:12]=[CH:11][CH:10]=[C:7]2[C:6]=1[O:13][CH2:16][C:15]([C:14]#[N:17])=[CH:8]2)([CH3:4])([CH3:3])[CH3:2].